From a dataset of Peptide-MHC class I binding affinity with 185,985 pairs from IEDB/IMGT. Regression. Given a peptide amino acid sequence and an MHC pseudo amino acid sequence, predict their binding affinity value. This is MHC class I binding data. (1) The peptide sequence is LLFVVEVVDK. The MHC is HLA-A31:01 with pseudo-sequence HLA-A31:01. The binding affinity (normalized) is 0.188. (2) The peptide sequence is SLVAIHLAC. The MHC is HLA-A02:19 with pseudo-sequence HLA-A02:19. The binding affinity (normalized) is 0.0847. (3) The peptide sequence is TLNTLITLIL. The MHC is HLA-A02:06 with pseudo-sequence HLA-A02:06. The binding affinity (normalized) is 0.379. (4) The peptide sequence is THYPTQNRF. The MHC is HLA-A31:01 with pseudo-sequence HLA-A31:01. The binding affinity (normalized) is 0.265. (5) The peptide sequence is KLNWASQIY. The MHC is HLA-A02:01 with pseudo-sequence HLA-A02:01. The binding affinity (normalized) is 0. (6) The peptide sequence is SELRPDTRYV. The MHC is HLA-B45:01 with pseudo-sequence HLA-B45:01. The binding affinity (normalized) is 0.408. (7) The peptide sequence is ATAVNQECW. The MHC is SLA-20401 with pseudo-sequence SLA-20401. The binding affinity (normalized) is 0.177.